This data is from Forward reaction prediction with 1.9M reactions from USPTO patents (1976-2016). The task is: Predict the product of the given reaction. (1) Given the reactants C([O:4][C:5]1[CH:10]=[CH:9][C:8]([CH:11]=[CH:12][C:13]([NH:15][C@H:16]([C:26]([O:28]C)=[O:27])[CH2:17][C:18]2[CH:23]=[CH:22][C:21]([O:24][CH3:25])=[CH:20][CH:19]=2)=[O:14])=[CH:7][CH:6]=1)(=O)C.[OH-].[Na+], predict the reaction product. The product is: [OH:4][C:5]1[CH:10]=[CH:9][C:8]([CH:11]=[CH:12][C:13]([NH:15][C@H:16]([C:26]([OH:28])=[O:27])[CH2:17][C:18]2[CH:19]=[CH:20][C:21]([O:24][CH3:25])=[CH:22][CH:23]=2)=[O:14])=[CH:7][CH:6]=1. (2) Given the reactants [NH2:1][CH2:2][CH:3]1[CH2:8][CH2:7][C:6]([N:15]([CH3:17])[CH3:16])([C:9]2[CH:14]=[CH:13][CH:12]=[CH:11][CH:10]=2)[CH2:5][CH2:4]1.C1([O:24][C:25](=O)[NH:26][CH:27]([CH3:38])[CH2:28][C:29]2[C:37]3[C:32](=[CH:33][CH:34]=[CH:35][CH:36]=3)[NH:31][CH:30]=2)C=CC=CC=1, predict the reaction product. The product is: [CH3:16][N:15]([CH3:17])[C:6]1([C:9]2[CH:10]=[CH:11][CH:12]=[CH:13][CH:14]=2)[CH2:5][CH2:4][CH:3]([CH2:2][NH:1][C:25]([NH:26][CH:27]([CH3:38])[CH2:28][C:29]2[C:37]3[C:32](=[CH:33][CH:34]=[CH:35][CH:36]=3)[NH:31][CH:30]=2)=[O:24])[CH2:8][CH2:7]1.